From a dataset of NCI-60 drug combinations with 297,098 pairs across 59 cell lines. Regression. Given two drug SMILES strings and cell line genomic features, predict the synergy score measuring deviation from expected non-interaction effect. (1) Drug 1: C1CC(=O)NC(=O)C1N2CC3=C(C2=O)C=CC=C3N. Drug 2: CC1=C2C(C(=O)C3(C(CC4C(C3C(C(C2(C)C)(CC1OC(=O)C(C(C5=CC=CC=C5)NC(=O)OC(C)(C)C)O)O)OC(=O)C6=CC=CC=C6)(CO4)OC(=O)C)O)C)O. Cell line: HS 578T. Synergy scores: CSS=7.40, Synergy_ZIP=-5.23, Synergy_Bliss=-12.4, Synergy_Loewe=-60.2, Synergy_HSA=-14.3. (2) Drug 1: CC1=C2C(C(=O)C3(C(CC4C(C3C(C(C2(C)C)(CC1OC(=O)C(C(C5=CC=CC=C5)NC(=O)OC(C)(C)C)O)O)OC(=O)C6=CC=CC=C6)(CO4)OC(=O)C)O)C)O. Drug 2: CS(=O)(=O)OCCCCOS(=O)(=O)C. Cell line: M14. Synergy scores: CSS=12.4, Synergy_ZIP=2.61, Synergy_Bliss=-0.0804, Synergy_Loewe=-90.2, Synergy_HSA=-0.691. (3) Drug 1: CN(C(=O)NC(C=O)C(C(C(CO)O)O)O)N=O. Synergy scores: CSS=26.2, Synergy_ZIP=1.85, Synergy_Bliss=0.970, Synergy_Loewe=-17.6, Synergy_HSA=3.49. Cell line: TK-10. Drug 2: COCCOC1=C(C=C2C(=C1)C(=NC=N2)NC3=CC=CC(=C3)C#C)OCCOC.Cl. (4) Drug 1: CC1C(C(CC(O1)OC2CC(CC3=C2C(=C4C(=C3O)C(=O)C5=C(C4=O)C(=CC=C5)OC)O)(C(=O)C)O)N)O.Cl. Drug 2: C1=NC(=NC(=O)N1C2C(C(C(O2)CO)O)O)N. Cell line: RXF 393. Synergy scores: CSS=20.4, Synergy_ZIP=-4.95, Synergy_Bliss=0.449, Synergy_Loewe=1.38, Synergy_HSA=2.81. (5) Drug 1: CCCCC(=O)OCC(=O)C1(CC(C2=C(C1)C(=C3C(=C2O)C(=O)C4=C(C3=O)C=CC=C4OC)O)OC5CC(C(C(O5)C)O)NC(=O)C(F)(F)F)O. Drug 2: CCCCCOC(=O)NC1=NC(=O)N(C=C1F)C2C(C(C(O2)C)O)O. Cell line: OVCAR3. Synergy scores: CSS=36.5, Synergy_ZIP=0.258, Synergy_Bliss=-2.20, Synergy_Loewe=-17.0, Synergy_HSA=-3.86. (6) Drug 1: C1=C(C(=O)NC(=O)N1)F. Drug 2: C1CN(CCN1C(=O)CCBr)C(=O)CCBr. Cell line: MOLT-4. Synergy scores: CSS=83.3, Synergy_ZIP=4.33, Synergy_Bliss=3.79, Synergy_Loewe=-2.43, Synergy_HSA=4.22. (7) Drug 1: CC(C)(C#N)C1=CC(=CC(=C1)CN2C=NC=N2)C(C)(C)C#N. Drug 2: N.N.Cl[Pt+2]Cl. Cell line: HL-60(TB). Synergy scores: CSS=54.0, Synergy_ZIP=-1.17, Synergy_Bliss=-1.60, Synergy_Loewe=0.290, Synergy_HSA=0.276. (8) Drug 2: C1=C(C(=O)NC(=O)N1)N(CCCl)CCCl. Synergy scores: CSS=13.5, Synergy_ZIP=6.52, Synergy_Bliss=6.51, Synergy_Loewe=1.13, Synergy_HSA=2.01. Drug 1: CC(C1=C(C=CC(=C1Cl)F)Cl)OC2=C(N=CC(=C2)C3=CN(N=C3)C4CCNCC4)N. Cell line: SK-MEL-5. (9) Drug 1: CC1C(C(CC(O1)OC2CC(CC3=C2C(=C4C(=C3O)C(=O)C5=C(C4=O)C(=CC=C5)OC)O)(C(=O)C)O)N)O.Cl. Drug 2: CC(C)NC(=O)C1=CC=C(C=C1)CNNC.Cl. Cell line: SNB-19. Synergy scores: CSS=20.9, Synergy_ZIP=6.11, Synergy_Bliss=0.225, Synergy_Loewe=-29.2, Synergy_HSA=-0.526. (10) Drug 1: C1CN1C2=NC(=NC(=N2)N3CC3)N4CC4. Drug 2: CC12CCC3C(C1CCC2OP(=O)(O)O)CCC4=C3C=CC(=C4)OC(=O)N(CCCl)CCCl.[Na+]. Cell line: SK-MEL-28. Synergy scores: CSS=13.2, Synergy_ZIP=-3.01, Synergy_Bliss=4.09, Synergy_Loewe=-0.0312, Synergy_HSA=3.19.